From a dataset of Full USPTO retrosynthesis dataset with 1.9M reactions from patents (1976-2016). Predict the reactants needed to synthesize the given product. (1) Given the product [Cl:11][C:12]1[CH:13]=[CH:14][C:15]([N:18]2[CH2:19][CH2:20][N:21]([S:24]([CH2:27][CH:28]([N:38]([OH:39])[CH:5]=[O:7])[CH2:29][CH2:30][C:31]3[N:36]=[CH:35][C:34]([F:37])=[CH:33][N:32]=3)(=[O:25])=[O:26])[CH2:22][CH2:23]2)=[N:16][CH:17]=1, predict the reactants needed to synthesize it. The reactants are: C(O[C:5](=[O:7])C)(=O)C.C(O)=O.[Cl:11][C:12]1[CH:13]=[CH:14][C:15]([N:18]2[CH2:23][CH2:22][N:21]([S:24]([CH2:27][CH:28]([NH:38][OH:39])[CH2:29][CH2:30][C:31]3[N:36]=[CH:35][C:34]([F:37])=[CH:33][N:32]=3)(=[O:26])=[O:25])[CH2:20][CH2:19]2)=[N:16][CH:17]=1. (2) Given the product [Br:17][C:12]1[CH:11]=[C:10]([CH2:9][NH:5][CH3:2])[CH:15]=[CH:14][C:13]=1[F:16], predict the reactants needed to synthesize it. The reactants are: C[C:2]([N:5]([CH2:9][C:10]1[CH:15]=[CH:14][C:13]([F:16])=[C:12]([Br:17])[CH:11]=1)C(=O)[O-])(C)C.B.C1COCC1. (3) Given the product [OH:18][C:17]1[CH:24]=[CH:23][C:22]2[C:1]([C:3]3[CH:16]=[CH:15][C:6]([O:7][CH2:8][CH2:9][CH2:10][CH2:11][C:12]([OH:14])=[O:13])=[CH:5][CH:4]=3)=[C:31]3[C:36]([O:21][C:20]=2[CH:19]=1)=[CH:35][C:34](=[O:37])[CH:33]=[CH:32]3, predict the reactants needed to synthesize it. The reactants are: [CH:1]([C:3]1[CH:16]=[CH:15][C:6]([O:7][CH2:8][CH2:9][CH2:10][CH2:11][C:12]([OH:14])=[O:13])=[CH:5][CH:4]=1)=O.[C:17]1([CH:24]=[CH:23][CH:22]=[C:20]([OH:21])[CH:19]=1)[OH:18].C(N1[C:36]2[C:31](=[CH:32][CH:33]=[C:34]([OH:37])[CH:35]=2)C(C)=CC1(C)C)C.C(C1C=CC(OCC(O)=O)=CC=1)=O. (4) Given the product [Br:1][C:14]1[C:10]([CH3:9])=[C:11]([C:25]#[N:26])[N:12]([S:15]([C:18]2[CH:23]=[CH:22][C:21]([CH3:24])=[CH:20][CH:19]=2)(=[O:17])=[O:16])[CH:13]=1, predict the reactants needed to synthesize it. The reactants are: [Br:1]N1C(=O)CCC1=O.[CH3:9][C:10]1[CH:14]=[CH:13][N:12]([S:15]([C:18]2[CH:23]=[CH:22][C:21]([CH3:24])=[CH:20][CH:19]=2)(=[O:17])=[O:16])[C:11]=1[C:25]#[N:26].S(=O)(O)[O-].[Na+].O. (5) Given the product [Cl:1][C:2]1[C:10]2[S:9][C:8]([S:11]([NH:14][C:15]3[CH:16]=[C:17]([CH:21]=[CH:22][CH:23]=3)[C:18]([O:20][CH3:27])=[O:19])(=[O:12])=[O:13])=[C:7]([CH3:24])[C:6]=2[CH:5]=[CH:4][CH:3]=1, predict the reactants needed to synthesize it. The reactants are: [Cl:1][C:2]1[C:10]2[S:9][C:8]([S:11]([NH:14][C:15]3[CH:16]=[C:17]([CH:21]=[CH:22][CH:23]=3)[C:18]([OH:20])=[O:19])(=[O:13])=[O:12])=[C:7]([CH3:24])[C:6]=2[CH:5]=[CH:4][CH:3]=1.CO.[C:27](N1C=CN=C1)(N1C=CN=C1)=O. (6) Given the product [ClH:22].[F:21][C:2]([F:1])([F:20])[C:3]1[N:4]=[C:5]([C:8]2([CH2:11][NH2:12])[CH2:9][CH2:10]2)[S:6][CH:7]=1, predict the reactants needed to synthesize it. The reactants are: [F:1][C:2]([F:21])([F:20])[C:3]1[N:4]=[C:5]([C:8]2([CH2:11][NH:12]C(=O)OC(C)(C)C)[CH2:10][CH2:9]2)[S:6][CH:7]=1.[ClH:22]. (7) Given the product [CH2:31]([N:38]1[CH:42]=[C:41]([C:2]2[C:3]([C:10]3[CH:11]=[C:12]([NH:25][S:26]([CH2:29][CH3:30])(=[O:28])=[O:27])[CH:13]=[CH:14][C:15]=3[O:16][C:17]3[CH:22]=[CH:21][C:20]([F:23])=[CH:19][C:18]=3[F:24])=[CH:4][N:5]([CH3:9])[C:6](=[O:8])[CH:7]=2)[CH:40]=[N:39]1)[C:32]1[CH:37]=[CH:36][CH:35]=[CH:34][CH:33]=1, predict the reactants needed to synthesize it. The reactants are: Cl[C:2]1[C:3]([C:10]2[CH:11]=[C:12]([NH:25][S:26]([CH2:29][CH3:30])(=[O:28])=[O:27])[CH:13]=[CH:14][C:15]=2[O:16][C:17]2[CH:22]=[CH:21][C:20]([F:23])=[CH:19][C:18]=2[F:24])=[CH:4][N:5]([CH3:9])[C:6](=[O:8])[CH:7]=1.[CH2:31]([N:38]1[CH:42]=[C:41](B2OC(C)(C)C(C)(C)O2)[CH:40]=[N:39]1)[C:32]1[CH:37]=[CH:36][CH:35]=[CH:34][CH:33]=1.C([O-])([O-])=O.[K+].[K+]. (8) Given the product [CH:28]([C:31]1[CH:36]=[CH:35][C:34]([CH3:37])=[CH:33][C:32]=1[N:38]1[C:42](=[O:43])[CH2:41][S:40]/[C:39]/1=[N:44]\[C:45]([NH:23][C:20]1([CH2:19][C:18]2[CH:24]=[CH:25][C:15]([C:12]3[N:13]=[CH:14][N:10]([C:7]4[CH:6]=[CH:5][C:4]([O:3][C:2]([F:1])([F:26])[F:27])=[CH:9][CH:8]=4)[N:11]=3)=[CH:16][CH:17]=2)[CH2:21][CH2:22]1)=[O:46])([CH3:30])[CH3:29], predict the reactants needed to synthesize it. The reactants are: [F:1][C:2]([F:27])([F:26])[O:3][C:4]1[CH:9]=[CH:8][C:7]([N:10]2[CH:14]=[N:13][C:12]([C:15]3[CH:25]=[CH:24][C:18]([CH2:19][C:20]4([NH2:23])[CH2:22][CH2:21]4)=[CH:17][CH:16]=3)=[N:11]2)=[CH:6][CH:5]=1.[CH:28]([C:31]1[CH:36]=[CH:35][C:34]([CH3:37])=[CH:33][C:32]=1[N:38]1[C:42](=[O:43])[CH2:41][S:40]/[C:39]/1=[N:44]\[C:45](=O)[O:46]C1C=CC([N+]([O-])=O)=CC=1)([CH3:30])[CH3:29].